Dataset: Reaction yield outcomes from USPTO patents with 853,638 reactions. Task: Predict the reaction yield, written as a fraction of the theoretical maximum amount of product (1.0 means a 100% yield; for example, 0.34 means a 34% yield). The reactants are [NH2:1][C:2]1[N:7]=[CH:6][C:5]([C:8]2[CH:9]=[CH:10][C:11]3[O:17][CH2:16][CH2:15][N:14]([C:18]([O:20][C:21]([CH3:24])([CH3:23])[CH3:22])=[O:19])[CH2:13][C:12]=3[CH:25]=2)=[CH:4][C:3]=1[N+:26]([O-])=O. The catalyst is [Pd].CO. The product is [NH2:26][C:3]1[CH:4]=[C:5]([C:8]2[CH:9]=[CH:10][C:11]3[O:17][CH2:16][CH2:15][N:14]([C:18]([O:20][C:21]([CH3:23])([CH3:22])[CH3:24])=[O:19])[CH2:13][C:12]=3[CH:25]=2)[CH:6]=[N:7][C:2]=1[NH2:1]. The yield is 0.960.